This data is from Reaction yield outcomes from USPTO patents with 853,638 reactions. The task is: Predict the reaction yield, written as a fraction of the theoretical maximum amount of product (1.0 means a 100% yield; for example, 0.34 means a 34% yield). (1) The reactants are [C:1]([NH:18][CH2:19][CH2:20][C:21]([OH:23])=[O:22])([O:3][CH2:4][CH:5]1[C:17]2[C:12](=[CH:13][CH:14]=[CH:15][CH:16]=2)[C:11]2[C:6]1=[CH:7][CH:8]=[CH:9][CH:10]=2)=[O:2].[CH:24]1C=CC2N(O)N=NC=2[CH:29]=1.C(Cl)CCl.CCN(C(C)C)C(C)C. The catalyst is C(Cl)Cl. The product is [C:1]([NH:18][CH2:19][CH2:20][C:21]([OH:23])=[O:22])([O:3][CH2:4][CH:5]1[C:6]2[C:11](=[CH:10][CH:9]=[CH:8][CH:7]=2)[C:12]2[C:17]1=[CH:16][CH:15]=[CH:14][CH:13]=2)=[O:2].[CH2:24]([O:23][C:21](=[O:22])[CH2:20][CH2:19][NH2:18])[CH3:29]. The yield is 0.960. (2) The reactants are [C:1]([O:5][C:6]1[CH:13]=[CH:12][C:9]([CH:10]=O)=[CH:8][CH:7]=1)([CH3:4])([CH3:3])[CH3:2].[NH2:14][C:15]1[N:16]=[N:17][C:18]([CH3:21])=[CH:19][CH:20]=1.C([O:24][C:25](=O)[C:26]([OH:39])=[CH:27][C:28]([C:30]1[CH:35]=[CH:34][C:33]([CH:36]([CH3:38])[CH3:37])=[CH:32][CH:31]=1)=[O:29])C. No catalyst specified. The product is [C:1]([O:5][C:6]1[CH:13]=[CH:12][C:9]([CH:10]2[N:14]([C:15]3[N:16]=[N:17][C:18]([CH3:21])=[CH:19][CH:20]=3)[C:25](=[O:24])[C:26]([OH:39])=[C:27]2[C:28](=[O:29])[C:30]2[CH:31]=[CH:32][C:33]([CH:36]([CH3:37])[CH3:38])=[CH:34][CH:35]=2)=[CH:8][CH:7]=1)([CH3:4])([CH3:3])[CH3:2]. The yield is 0.230. (3) The reactants are [OH-].[Na+].O.NN.[C:6]([C:9]1[CH:10]=[N:11][CH:12]=[C:13]([Br:15])[CH:14]=1)(=O)[CH3:7]. The catalyst is C(O)COCCO. The product is [Br:15][C:13]1[CH:12]=[N:11][CH:10]=[C:9]([CH2:6][CH3:7])[CH:14]=1. The yield is 0.580. (4) The reactants are O.[OH-].[Li+].C([O:7][C@@H:8]([C:10]1[CH:14]=[N:13][N:12]([C:15]2[CH:20]=[CH:19][CH:18]=[C:17]([Cl:21])[CH:16]=2)[N:11]=1)[CH3:9])(=O)C. The catalyst is C1COCC1.O. The product is [Cl:21][C:17]1[CH:16]=[C:15]([N:12]2[N:11]=[C:10]([C@H:8]([OH:7])[CH3:9])[CH:14]=[N:13]2)[CH:20]=[CH:19][CH:18]=1. The yield is 1.00. (5) The reactants are [F:1][C:2]([F:27])([F:26])[C:3]1[CH:4]=[C:5]([CH2:9][C:10]([C:12]2[CH:25]=[CH:24][C:15]([CH2:16][N:17]3[CH2:20][CH:19]([C:21]([OH:23])=[O:22])[CH2:18]3)=[CH:14][CH:13]=2)=O)[CH:6]=[CH:7][CH:8]=1.[H][H]. The catalyst is [Pd].OS(O)(=O)=O.CCO. The product is [F:26][C:2]([F:1])([F:27])[C:3]1[CH:4]=[C:5]([CH:6]=[CH:7][CH:8]=1)[CH2:9][CH2:10][C:12]1[CH:13]=[CH:14][C:15]([CH2:16][N:17]2[CH2:20][CH:19]([C:21]([OH:23])=[O:22])[CH2:18]2)=[CH:24][CH:25]=1. The yield is 0.540.